Dataset: Catalyst prediction with 721,799 reactions and 888 catalyst types from USPTO. Task: Predict which catalyst facilitates the given reaction. (1) The catalyst class is: 19. Product: [NH2:1][CH2:4][CH:5]1[CH2:9][CH2:8][CH:7]([CH2:10][NH2:11])[O:6]1. Reactant: [N:1]([CH2:4][CH:5]1[CH2:9][CH2:8][CH:7]([CH2:10][N:11]=[N+]=[N-])[O:6]1)=[N+]=[N-]. (2) Product: [OH:8][C:9]1[CH:14]=[CH:13][N:12]([CH3:15])[C:11](=[O:16])[CH:10]=1. The catalyst class is: 43. Reactant: C([O:8][C:9]1[CH:14]=[CH:13][N:12]([CH3:15])[C:11](=[O:16])[CH:10]=1)C1C=CC=CC=1.C([O-])=O.[NH4+]. (3) Reactant: C([O:5][C:6](=[O:30])[CH2:7][N:8]1[CH2:13][CH2:12][CH2:11][CH2:10][C@H:9]1[CH2:14][O:15][C:16]1[CH:21]=[CH:20][C:19]([O:22][C:23]2[CH:28]=[CH:27][C:26]([Cl:29])=[CH:25][CH:24]=2)=[CH:18][CH:17]=1)(C)(C)C.Cl. Product: [ClH:29].[Cl:29][C:26]1[CH:27]=[CH:28][C:23]([O:22][C:19]2[CH:18]=[CH:17][C:16]([O:15][CH2:14][C@@H:9]3[CH2:10][CH2:11][CH2:12][CH2:13][N:8]3[CH2:7][C:6]([OH:30])=[O:5])=[CH:21][CH:20]=2)=[CH:24][CH:25]=1. The catalyst class is: 12. (4) The catalyst class is: 505. Reactant: [CH3:1][C:2]1[N:3]=[C:4]([CH2:26][CH2:27][CH3:28])[N:5]([CH2:9][CH2:10][O:11][C:12]2[CH:17]=[CH:16][C:15]([CH:18]=[C:19]3[S:23][C:22](=[O:24])[NH:21][C:20]3=[O:25])=[CH:14][CH:13]=2)[C:6](=[O:8])[CH:7]=1.[H][H]. Product: [CH3:1][C:2]1[N:3]=[C:4]([CH2:26][CH2:27][CH3:28])[N:5]([CH2:9][CH2:10][O:11][C:12]2[CH:13]=[CH:14][C:15]([CH2:18][CH:19]3[S:23][C:22](=[O:24])[NH:21][C:20]3=[O:25])=[CH:16][CH:17]=2)[C:6](=[O:8])[CH:7]=1. (5) Reactant: [C:1]([O:5][C:6]([N:8]1[CH:13]2[CH2:14][CH2:15][CH2:16][C:9]1(CC1C=CC=CC=1)[CH2:10][NH:11][CH2:12]2)=[O:7])([CH3:4])([CH3:3])[CH3:2].[H][H]. Product: [C:1]([O:5][C:6]([N:8]1[CH:9]2[CH2:16][CH2:15][CH2:14][CH:13]1[CH2:12][NH:11][CH2:10]2)=[O:7])([CH3:4])([CH3:2])[CH3:3]. The catalyst class is: 261. (6) Reactant: [CH3:1][O:2][C:3]1[CH:14]=[CH:13][C:6]([CH2:7][NH:8][C@@H:9]([CH3:12])[CH2:10][OH:11])=[CH:5][CH:4]=1.[CH2:15]([C@H:17]1[O:19][CH2:18]1)Cl.Cl([O-])(=O)(=O)=O.[Li+].C[O-].[Na+].[NH4+].[Cl-]. Product: [CH3:1][O:2][C:3]1[CH:14]=[CH:13][C:6]([CH2:7][N:8]2[C@@H:9]([CH3:12])[CH2:10][O:11][C@@H:17]([CH2:18][OH:19])[CH2:15]2)=[CH:5][CH:4]=1. The catalyst class is: 11. (7) Reactant: C([CH:4]([C:7]1[CH:12]=[CH:11][C:10]([F:13])=[CH:9][C:8]=1[Cl:14])[C:5]#[N:6])(=O)C.[C:15]([O-])(=O)[CH3:16].[Na+].S(O)(O)(=O)=O.[CH3:25][NH:26][NH2:27].O. Product: [Cl:14][C:8]1[CH:9]=[C:10]([F:13])[CH:11]=[CH:12][C:7]=1[C:4]1[C:15]([CH3:16])=[N:27][N:26]([CH3:25])[C:5]=1[NH2:6]. The catalyst class is: 8.